From a dataset of Reaction yield outcomes from USPTO patents with 853,638 reactions. Predict the reaction yield, written as a fraction of the theoretical maximum amount of product (1.0 means a 100% yield; for example, 0.34 means a 34% yield). (1) The reactants are [CH2:1]([O:3][C:4](=[O:12])[CH2:5][C:6](=O)[CH:7](Br)[CH2:8][CH3:9])[CH3:2].[F:13][C:14]([F:25])([F:24])[C:15]1[CH:23]=[CH:22][C:18]([C:19]([NH2:21])=[S:20])=[CH:17][CH:16]=1. The catalyst is C(O)C. The product is [CH2:1]([O:3][C:4](=[O:12])[CH2:5][C:6]1[N:21]=[C:19]([C:18]2[CH:17]=[CH:16][C:15]([C:14]([F:24])([F:13])[F:25])=[CH:23][CH:22]=2)[S:20][C:7]=1[CH2:8][CH3:9])[CH3:2]. The yield is 0.710. (2) The reactants are [C:1]([OH:7])(=O)[CH2:2][CH2:3][CH:4]=[CH2:5].ClC([O:11][CH2:12][CH:13]([CH3:15])C)=O.[CH2:16](N(CC)CC)[CH3:17].[CH:23]([N:26]([CH:45]([CH3:47])[CH3:46])[CH2:27][CH2:28][CH:29]([C:36]1[CH:41]=[C:40]([CH2:42][OH:43])[CH:39]=[CH:38][C:37]=1[OH:44])[C:30]1[CH:35]=[CH:34][CH:33]=[CH:32][CH:31]=1)([CH3:25])[CH3:24]. The catalyst is ClCCl. The product is [CH:45]([N:26]([CH:23]([CH3:25])[CH3:24])[CH2:27][CH2:28][CH:29]([C:36]1[CH:41]=[C:40]([CH2:42][O:43][C:12](=[O:11])[CH2:13][CH2:15][CH:16]=[CH2:17])[CH:39]=[CH:38][C:37]=1[O:44][C:1](=[O:7])[CH2:2][CH2:3][CH:4]=[CH2:5])[C:30]1[CH:35]=[CH:34][CH:33]=[CH:32][CH:31]=1)([CH3:47])[CH3:46]. The yield is 0.500.